Dataset: Forward reaction prediction with 1.9M reactions from USPTO patents (1976-2016). Task: Predict the product of the given reaction. (1) Given the reactants Cl[C:2]1[C:11]2[C:10](=[O:12])[NH:9][CH:8]=[N:7][C:6]=2[N:5]=[C:4]([Cl:13])[CH:3]=1.[NH2:14][C:15]1[CH:20]=[CH:19][C:18]([N:21]2[CH2:26][CH2:25][N:24]([C:27]([O:29][C:30]([CH3:33])([CH3:32])[CH3:31])=[O:28])[CH2:23][CH2:22]2)=[CH:17][C:16]=1[O:34][CH3:35].C(N(C(C)C)CC)(C)C, predict the reaction product. The product is: [Cl:13][C:4]1[CH:3]=[C:2]([NH:14][C:15]2[CH:20]=[CH:19][C:18]([N:21]3[CH2:26][CH2:25][N:24]([C:27]([O:29][C:30]([CH3:31])([CH3:32])[CH3:33])=[O:28])[CH2:23][CH2:22]3)=[CH:17][C:16]=2[O:34][CH3:35])[C:11]2[C:10](=[O:12])[NH:9][CH:8]=[N:7][C:6]=2[N:5]=1. (2) The product is: [N:20]1([C:21]([O:19][C:4]2[CH:3]=[C:2]([Cl:1])[N:7]=[N:6][C:5]=2[O:8][C:9]2[C:14]([CH3:15])=[CH:13][CH:12]=[CH:11][C:10]=2[CH:16]2[CH2:18][CH2:17]2)=[O:27])[CH2:22][CH2:23][CH2:24][CH2:25]1. Given the reactants [Cl:1][C:2]1[N:7]=[N:6][C:5]([O:8][C:9]2[C:14]([CH3:15])=[CH:13][CH:12]=[CH:11][C:10]=2[CH:16]2[CH2:18][CH2:17]2)=[C:4]([OH:19])[CH:3]=1.[N:20]1[CH:25]=[CH:24][CH:23]=[CH:22][CH:21]=1.C(Cl)(Cl)=[O:27].C1(C)C=CC=CC=1.N1CCCC1, predict the reaction product.